This data is from Forward reaction prediction with 1.9M reactions from USPTO patents (1976-2016). The task is: Predict the product of the given reaction. (1) Given the reactants Br[C:2]1[CH:11]=[CH:10][C:9]2[N:8]=[CH:7][C:6]3[N:12]([CH3:23])[C:13](=[O:22])[N:14]([C:15]4[C:16]([CH3:21])=[N:17][N:18]([CH3:20])[CH:19]=4)[C:5]=3[C:4]=2[CH:3]=1.[Cl:24][C:25]1[C:26]([NH:40][CH3:41])=[N:27][CH:28]=[C:29](B2OC(C)(C)C(C)(C)O2)[CH:30]=1, predict the reaction product. The product is: [Cl:24][C:25]1[CH:30]=[C:29]([C:2]2[CH:11]=[CH:10][C:9]3[N:8]=[CH:7][C:6]4[N:12]([CH3:23])[C:13](=[O:22])[N:14]([C:15]5[C:16]([CH3:21])=[N:17][N:18]([CH3:20])[CH:19]=5)[C:5]=4[C:4]=3[CH:3]=2)[CH:28]=[N:27][C:26]=1[NH:40][CH3:41]. (2) Given the reactants [N:1]1[CH:6]=[CH:5][CH:4]=[CH:3][C:2]=1[NH:7][C:8](=[O:16])OC1C=CC=CC=1.[CH3:17][CH:18]1[CH2:23][CH2:22][N:21]([C:24]2[C:29]([CH2:30][NH2:31])=[CH:28][CH:27]=[C:26]([C:32]([F:35])([F:34])[F:33])[N:25]=2)[CH2:20][CH2:19]1, predict the reaction product. The product is: [CH3:17][CH:18]1[CH2:19][CH2:20][N:21]([C:24]2[C:29]([CH2:30][NH:31][C:8]([NH:7][C:2]3[CH:3]=[CH:4][CH:5]=[CH:6][N:1]=3)=[O:16])=[CH:28][CH:27]=[C:26]([C:32]([F:35])([F:33])[F:34])[N:25]=2)[CH2:22][CH2:23]1.